Dataset: Forward reaction prediction with 1.9M reactions from USPTO patents (1976-2016). Task: Predict the product of the given reaction. (1) Given the reactants [CH3:1][O:2][C:3]1[CH:4]=[C:5]([NH:11][CH2:12][C:13]2[C:14]([NH2:21])=[N:15][C:16]([S:19][CH3:20])=[N:17][CH:18]=2)[CH:6]=[C:7]([O:9][CH3:10])[CH:8]=1.[H-].[Na+].[C:24](N1C=CN=C1)(N1C=CN=C1)=[O:25], predict the reaction product. The product is: [CH3:10][O:9][C:7]1[CH:6]=[C:5]([N:11]2[CH2:12][C:13]3[C:14](=[N:15][C:16]([S:19][CH3:20])=[N:17][CH:18]=3)[NH:21][C:24]2=[O:25])[CH:4]=[C:3]([O:2][CH3:1])[CH:8]=1. (2) Given the reactants [Si:1]([O:8][C@@H:9]1[C@@H:13]([CH2:14][O:15][Si:16]([C:19]([CH3:22])([CH3:21])[CH3:20])([CH3:18])[CH3:17])[O:12][C@@H:11]([N:23]2[C:33]3[N:32]=[CH:31][N:30]=[C:27]([O:28][CH3:29])[C:26]=3[N:25]=[CH:24]2)[CH2:10]1)([C:4]([CH3:7])([CH3:6])[CH3:5])([CH3:3])[CH3:2].N1(OC2C3N=CN(C=3N=CN=2)[C@@H]2O[C@H](CO[Si](C(C)(C)C)(C)C)[C@@H](O[Si](C(C)(C)C)(C)C)C2)C2C=CC=C[C:37]=2N=N1.C([O-])([O-])=O.[Cs+].[Cs+], predict the reaction product. The product is: [Si:1]([O:8][C@@H:9]1[C@@H:13]([CH2:14][O:15][Si:16]([C:19]([CH3:20])([CH3:21])[CH3:22])([CH3:18])[CH3:17])[O:12][C@@H:11]([N:23]2[C:33]3[N:32]=[CH:31][N:30]=[C:27]([O:28][CH2:29][CH3:37])[C:26]=3[N:25]=[CH:24]2)[CH2:10]1)([C:4]([CH3:6])([CH3:7])[CH3:5])([CH3:3])[CH3:2]. (3) The product is: [Br:17][CH2:2][C:3]1[CH:12]=[CH:11][C:10]2[C:5](=[CH:6][CH:7]=[C:8]([O:13][CH3:14])[CH:9]=2)[CH:4]=1. Given the reactants O[CH2:2][C:3]1[CH:12]=[CH:11][C:10]2[C:5](=[CH:6][CH:7]=[C:8]([O:13][CH3:14])[CH:9]=2)[CH:4]=1.O.P(Br)(Br)[Br:17].C([O-])(O)=O.[Na+], predict the reaction product. (4) Given the reactants C(Cl)(=O)C([Cl:4])=O.[CH3:7][O:8][C:9]1[CH:14]=[CH:13][C:12]([C:15]2[CH:20]=[CH:19][C:18]([S:21]([OH:24])(=O)=[O:22])=[CH:17][CH:16]=2)=[CH:11][CH:10]=1.CN(C=O)C.Cl, predict the reaction product. The product is: [CH3:7][O:8][C:9]1[CH:14]=[CH:13][C:12]([C:15]2[CH:20]=[CH:19][C:18]([S:21]([Cl:4])(=[O:24])=[O:22])=[CH:17][CH:16]=2)=[CH:11][CH:10]=1. (5) Given the reactants C[Si](C)(C)CCOC[N:7]1[C:11]2[CH:12]=[CH:13][CH:14]=[CH:15][C:10]=2[N:9]=[C:8]1[O:16][C:17]1[CH:22]=[CH:21][C:20]([C:23]2[C:24]3[N:34]=[CH:33][CH:32]=[CH:31][C:25]=3[N:26]3[C:30]=2[CH2:29][CH2:28][CH2:27]3)=[CH:19][CH:18]=1.Cl.C([O-])(O)=O.[Na+], predict the reaction product. The product is: [NH:7]1[C:11]2[CH:12]=[CH:13][CH:14]=[CH:15][C:10]=2[N:9]=[C:8]1[O:16][C:17]1[CH:22]=[CH:21][C:20]([C:23]2[C:24]3[N:34]=[CH:33][CH:32]=[CH:31][C:25]=3[N:26]3[C:30]=2[CH2:29][CH2:28][CH2:27]3)=[CH:19][CH:18]=1. (6) Given the reactants [Br:1][CH2:2][CH2:3][CH2:4][CH2:5][CH2:6][CH2:7][CH2:8][CH2:9][CH2:10][OH:11].CS(C)=O.C(N(C(C)C)CC)(C)C, predict the reaction product. The product is: [Br:1][CH2:2][CH2:3][CH2:4][CH2:5][CH2:6][CH2:7][CH2:8][CH2:9][CH:10]=[O:11].